Dataset: Ames mutagenicity test results for genotoxicity prediction. Task: Regression/Classification. Given a drug SMILES string, predict its toxicity properties. Task type varies by dataset: regression for continuous values (e.g., LD50, hERG inhibition percentage) or binary classification for toxic/non-toxic outcomes (e.g., AMES mutagenicity, cardiotoxicity, hepatotoxicity). Dataset: ames. (1) The compound is C=CC=O. The result is 1 (mutagenic). (2) The compound is O=C(Nc1ccc(Cl)cc1)c1csc([N+](=O)[O-])c1. The result is 1 (mutagenic). (3) The compound is O=[N+]([O-])c1cccc2nc3ccccc3nc12. The result is 1 (mutagenic). (4) The molecule is CC1(c2ccccc2)CO1. The result is 1 (mutagenic). (5) The molecule is CN(C)C. The result is 0 (non-mutagenic). (6) The molecule is COc1ccc(/C=C/C(=O)c2ccccc2)cc1. The result is 0 (non-mutagenic). (7) The drug is CCCCC/C=C/C/C=C/CCCCCCCC(=O)O. The result is 0 (non-mutagenic). (8) The compound is Brc1c2ccccc2cc2c1ccc1ccccc12. The result is 1 (mutagenic).